Dataset: Reaction yield outcomes from USPTO patents with 853,638 reactions. Task: Predict the reaction yield, written as a fraction of the theoretical maximum amount of product (1.0 means a 100% yield; for example, 0.34 means a 34% yield). The reactants are [OH-].[Na+].[Br:3][C:4]1[CH:9]=[CH:8][C:7]([C@@H:10]2[CH2:12][C@H:11]2[C:13]([O:15]CC)=[O:14])=[CH:6][CH:5]=1. The catalyst is CO. The product is [Br:3][C:4]1[CH:5]=[CH:6][C:7]([C@@H:10]2[CH2:12][C@H:11]2[C:13]([OH:15])=[O:14])=[CH:8][CH:9]=1. The yield is 0.720.